The task is: Binary Classification. Given a drug SMILES string, predict its activity (active/inactive) in a high-throughput screening assay against a specified biological target.. This data is from HIV replication inhibition screening data with 41,000+ compounds from the AIDS Antiviral Screen. (1) The molecule is CC(C)(C)[Si](C)(C)OC1(CCc2ccccc2OS(=O)(=O)C(F)(F)F)CCCC=C1COCc1ccccc1. The result is 0 (inactive). (2) The drug is CCCCCCCCCCCCC(CCCCCCCCCCCC)OP(=O)(O)O. The result is 0 (inactive). (3) The compound is C[Si]1(C)CCCSC1. The result is 0 (inactive). (4) The compound is COc1cccc(-c2cc(=O)c3cc(C)c(C)c(C(=O)O)c3o2)c1. The result is 0 (inactive). (5) The compound is NC(=S)NN=CC(=CNc1ccccc1)[N+](=O)[O-]. The result is 0 (inactive). (6) The result is 0 (inactive). The compound is COc1ccccc1N1C(=S)N(c2ccccc2C)C2=C(N=Nc3ccccn3)C1=Nc1ccccc1N2.